This data is from Catalyst prediction with 721,799 reactions and 888 catalyst types from USPTO. The task is: Predict which catalyst facilitates the given reaction. (1) Reactant: O=C1C2C(=CC=CC=2)C(=O)[N:3]1[CH2:12][CH:13]([NH:23][C:24]([C:26]1[CH:30]=[C:29]([C:31]2[N:35]([CH3:36])[N:34]=[CH:33][CH:32]=2)[S:28][CH:27]=1)=[O:25])[C:14]([CH3:22])([C:16]1[CH:21]=[CH:20][CH:19]=[CH:18][CH:17]=1)[CH3:15].NN. Product: [NH2:3][CH2:12][CH:13]([NH:23][C:24]([C:26]1[CH:30]=[C:29]([C:31]2[N:35]([CH3:36])[N:34]=[CH:33][CH:32]=2)[S:28][CH:27]=1)=[O:25])[C:14]([CH3:22])([C:16]1[CH:17]=[CH:18][CH:19]=[CH:20][CH:21]=1)[CH3:15]. The catalyst class is: 92. (2) Reactant: [Br:1][C:2]1[CH:8]=[CH:7][C:5]([OH:6])=[CH:4][C:3]=1[OH:9].[C:10]([O-:13])([O-])=O.[K+].[K+].[CH2:16](Br)[C:17]1[CH:22]=[CH:21][CH:20]=[CH:19][CH:18]=1.[C:24]1(O)[CH:29]=[CH:28][CH:27]=[CH:26][CH:25]=1. Product: [Br:1][C:2]12[C:29]3[C:24](=[CH:25][CH:26]=[CH:27][CH:28]=3)[CH2:10][O:13][CH2:16][C:17]3[C:22](=[CH:21][CH:20]=[CH:19][CH:18]=3)[C:4](=[C:5]([CH:7]=[CH:8]1)[OH:6])[CH:3]2[OH:9]. The catalyst class is: 3. (3) Reactant: [H-].[Na+].[CH3:3][C:4]1([CH3:22])[N:8]([C:9]([O:11][C:12]([CH3:15])([CH3:14])[CH3:13])=[O:10])[C@H:7]([CH:16]([OH:21])[C:17]([F:20])([F:19])[F:18])[CH2:6][O:5]1.[CH2:23](Br)[C:24]1[CH:29]=[CH:28][CH:27]=[CH:26][CH:25]=1. Product: [CH2:23]([O:21][C@H:16]([C@@H:7]1[CH2:6][O:5][C:4]([CH3:22])([CH3:3])[N:8]1[C:9]([O:11][C:12]([CH3:13])([CH3:14])[CH3:15])=[O:10])[C:17]([F:18])([F:20])[F:19])[C:24]1[CH:29]=[CH:28][CH:27]=[CH:26][CH:25]=1. The catalyst class is: 3. (4) Reactant: [H-].[Na+].[C:3]([O:7][C:8]([N:10]1[CH2:15][CH2:14][C@:13]([OH:28])([C:16]2[CH:21]=[CH:20][C:19]([CH2:22][O:23][CH2:24][CH2:25][O:26][CH3:27])=[CH:18][CH:17]=2)[C@@H:12]([O:29][CH2:30][C:31]2[CH:32]=[CH:33][C:34]3[O:39][CH2:38][CH2:37][N:36]([CH2:40][CH2:41][CH2:42][O:43][CH3:44])[C:35]=3[CH:45]=2)[CH2:11]1)=[O:9])([CH3:6])([CH3:5])[CH3:4].CC1C=CC(S(O[CH2:57][C@@H:58]2[O:60][CH2:59]2)(=O)=O)=CC=1. Product: [C:3]([O:7][C:8]([N:10]1[CH2:15][CH2:14][C@@:13]([C:16]2[CH:17]=[CH:18][C:19]([CH2:22][O:23][CH2:24][CH2:25][O:26][CH3:27])=[CH:20][CH:21]=2)([O:28][CH2:57][C@H:58]2[CH2:59][O:60]2)[C@@H:12]([O:29][CH2:30][C:31]2[CH:32]=[CH:33][C:34]3[O:39][CH2:38][CH2:37][N:36]([CH2:40][CH2:41][CH2:42][O:43][CH3:44])[C:35]=3[CH:45]=2)[CH2:11]1)=[O:9])([CH3:5])([CH3:6])[CH3:4]. The catalyst class is: 680. (5) Reactant: [C:1]([C:5]1[CH:9]=[C:8]([NH2:10])[N:7]([C:11]2[CH:16]=[CH:15][CH:14]=[CH:13][CH:12]=2)[N:6]=1)([CH3:4])([CH3:3])[CH3:2].N1C=CC=CC=1.Cl[C:24]([O:26][C:27]([CH3:29])=[CH2:28])=[O:25]. Product: [C:1]([C:5]1[CH:9]=[C:8]([NH:10][C:24](=[O:25])[O:26][C:27]([CH3:29])=[CH2:28])[N:7]([C:11]2[CH:16]=[CH:15][CH:14]=[CH:13][CH:12]=2)[N:6]=1)([CH3:4])([CH3:2])[CH3:3]. The catalyst class is: 2. (6) The catalyst class is: 23. Reactant: [NH:1]1[C:5](=[O:6])[CH2:4][N:3]2[C:7](=[O:10])[CH2:8][CH2:9][CH:2]12.CCN(P1(N(C)CCCN1C)=NC(C)(C)C)CC.[CH3:29][C:30]1[CH:37]=[CH:36][C:33]([CH2:34]Br)=[CH:32][CH:31]=1. Product: [CH3:29][C:30]1[CH:37]=[CH:36][C:33]([CH2:34][N:1]2[C:5](=[O:6])[CH2:4][N:3]3[C:7](=[O:10])[CH2:8][CH2:9][CH:2]23)=[CH:32][CH:31]=1.